Dataset: Forward reaction prediction with 1.9M reactions from USPTO patents (1976-2016). Task: Predict the product of the given reaction. (1) Given the reactants [NH2:1][C:2]1[CH:19]=[C:18]([Cl:20])[C:5]([O:6][C:7]2[CH:8]=[C:9]([CH:15]([CH3:17])[CH3:16])[C:10](=[O:14])[N:11]([CH3:13])[N:12]=2)=[C:4]([Cl:21])[CH:3]=1.[N:22]([O-])=O.[Na+].[C:26]([CH2:28][C:29]([NH:31][C:32]([O:34][CH2:35][CH3:36])=[O:33])=[O:30])#[N:27].C([O-])(=O)C.[Na+], predict the reaction product. The product is: [CH2:35]([O:34][C:32](=[O:33])[NH:31][C:29](=[O:30])[C:28]([C:26]#[N:27])=[N:22][NH:1][C:2]1[CH:19]=[C:18]([Cl:20])[C:5]([O:6][C:7]2[CH:8]=[C:9]([CH:15]([CH3:16])[CH3:17])[C:10](=[O:14])[N:11]([CH3:13])[N:12]=2)=[C:4]([Cl:21])[CH:3]=1)[CH3:36]. (2) Given the reactants [Cl:1][C:2]1[C:10]([C:11]([OH:13])=[O:12])=[CH:9][CH:8]=[C:7]2[C:3]=1[C:4](=O)[C:5](=[O:14])[NH:6]2.[CH3:16][N:17]1[C:22](=[O:23])[CH:21]=[CH:20][C:19]([CH2:24][C:25]([NH:27][NH2:28])=[O:26])=[CH:18]1, predict the reaction product. The product is: [Cl:1][C:2]1[C:10]([C:11]([OH:13])=[O:12])=[CH:9][CH:8]=[C:7]2[C:3]=1/[C:4](=[N:28]/[NH:27][C:25](=[O:26])[CH2:24][C:19]1[CH:20]=[CH:21][C:22](=[O:23])[N:17]([CH3:16])[CH:18]=1)/[C:5](=[O:14])[NH:6]2. (3) Given the reactants [Cl:1][C:2]1[CH:7]=[CH:6][C:5]([CH:8]2[CH2:12][N:11]([C:13]([CH:15]3[CH2:20][CH2:19][NH:18][CH2:17][CH2:16]3)=[O:14])[CH2:10][CH:9]2[N:21]([CH3:36])[C:22](=[O:35])[C:23]2[CH:28]=[CH:27][C:26]([O:29][CH3:30])=[C:25]([C:31]([F:34])([F:33])[F:32])[CH:24]=2)=[CH:4][CH:3]=1.[CH3:37][S:38][CH2:39][CH2:40][CH:41]=O, predict the reaction product. The product is: [Cl:1][C:2]1[CH:3]=[CH:4][C:5]([CH:8]2[CH2:12][N:11]([C:13]([CH:15]3[CH2:20][CH2:19][N:18]([CH2:41][CH2:40][CH2:39][S:38][CH3:37])[CH2:17][CH2:16]3)=[O:14])[CH2:10][CH:9]2[N:21]([CH3:36])[C:22](=[O:35])[C:23]2[CH:28]=[CH:27][C:26]([O:29][CH3:30])=[C:25]([C:31]([F:33])([F:32])[F:34])[CH:24]=2)=[CH:6][CH:7]=1. (4) Given the reactants [Cl:1][C:2]1[CH:7]=[CH:6][C:5]([N:8]2[CH:12]=[CH:11][C:10]([C@H:13]([NH:15][S@@](C(C)(C)C)=O)[CH3:14])=[N:9]2)=[CH:4][CH:3]=1.Cl, predict the reaction product. The product is: [Cl:1][C:2]1[CH:3]=[CH:4][C:5]([N:8]2[CH:12]=[CH:11][C:10]([C@H:13]([NH2:15])[CH3:14])=[N:9]2)=[CH:6][CH:7]=1. (5) Given the reactants [NH2:1][C:2]1[C:3](=[O:14])[N:4]([CH2:10][CH2:11][CH2:12][CH3:13])[C:5]([CH3:9])=[C:6]([CH3:8])[CH:7]=1.[F:15][C:16]1[CH:24]=[CH:23][C:19]([C:20](Cl)=[O:21])=[CH:18][CH:17]=1, predict the reaction product. The product is: [CH2:10]([N:4]1[C:5]([CH3:9])=[C:6]([CH3:8])[CH:7]=[C:2]([NH:1][C:20](=[O:21])[C:19]2[CH:23]=[CH:24][C:16]([F:15])=[CH:17][CH:18]=2)[C:3]1=[O:14])[CH2:11][CH2:12][CH3:13]. (6) Given the reactants [H-].[Na+].[CH2:3]([O:5][C:6]([C:8]1[NH:9][C:10]2[C:15]([CH:16]=1)=[CH:14][CH:13]=[C:12]([C:17]([F:20])([F:19])[F:18])[CH:11]=2)=[O:7])[CH3:4].[C:21]([O:25][C:26]([N:28]1[CH2:32][C@H:31]([CH3:33])OS1(=O)=O)=[O:27])([CH3:24])([CH3:23])[CH3:22], predict the reaction product. The product is: [CH2:3]([O:5][C:6]([C:8]1[N:9]([C@H:31]([CH3:33])[CH2:32][NH:28][C:26]([O:25][C:21]([CH3:24])([CH3:23])[CH3:22])=[O:27])[C:10]2[C:15]([CH:16]=1)=[CH:14][CH:13]=[C:12]([C:17]([F:20])([F:18])[F:19])[CH:11]=2)=[O:7])[CH3:4]. (7) Given the reactants Cl.[C:2](=[NH:6])([NH2:5])[CH2:3][CH3:4].C[O-].[Na+].[C:10]([C:12]1[CH:17]=[CH:16][CH:15]=[CH:14][C:13]=1[C:18]1[CH:23]=[CH:22][C:21]([CH2:24][CH:25]([C:30](=O)[CH2:31][CH2:32][CH2:33][CH3:34])[C:26](OC)=[O:27])=[C:20]([F:36])[CH:19]=1)#[N:11], predict the reaction product. The product is: [CH2:31]([C:30]1[N:6]=[C:2]([CH2:3][CH3:4])[NH:5][C:26](=[O:27])[C:25]=1[CH2:24][C:21]1[CH:22]=[CH:23][C:18]([C:13]2[C:12]([C:10]#[N:11])=[CH:17][CH:16]=[CH:15][CH:14]=2)=[CH:19][C:20]=1[F:36])[CH2:32][CH2:33][CH3:34].